This data is from Peptide-MHC class I binding affinity with 185,985 pairs from IEDB/IMGT. The task is: Regression. Given a peptide amino acid sequence and an MHC pseudo amino acid sequence, predict their binding affinity value. This is MHC class I binding data. The peptide sequence is STWFGFNGTR. The MHC is Mamu-B03 with pseudo-sequence Mamu-B03. The binding affinity (normalized) is 0.